This data is from Peptide-MHC class I binding affinity with 185,985 pairs from IEDB/IMGT. The task is: Regression. Given a peptide amino acid sequence and an MHC pseudo amino acid sequence, predict their binding affinity value. This is MHC class I binding data. The peptide sequence is VSDGGPNLY. The MHC is HLA-A30:02 with pseudo-sequence HLA-A30:02. The binding affinity (normalized) is 0.288.